This data is from NCI-60 drug combinations with 297,098 pairs across 59 cell lines. The task is: Regression. Given two drug SMILES strings and cell line genomic features, predict the synergy score measuring deviation from expected non-interaction effect. (1) Drug 2: C(CCl)NC(=O)N(CCCl)N=O. Drug 1: C1=CC(=CC=C1C#N)C(C2=CC=C(C=C2)C#N)N3C=NC=N3. Synergy scores: CSS=2.23, Synergy_ZIP=1.25, Synergy_Bliss=0.950, Synergy_Loewe=-0.824, Synergy_HSA=-1.67. Cell line: OVCAR3. (2) Drug 1: C1CN1C2=NC(=NC(=N2)N3CC3)N4CC4. Drug 2: C1=NC2=C(N1)C(=S)N=CN2. Cell line: KM12. Synergy scores: CSS=45.7, Synergy_ZIP=-5.55, Synergy_Bliss=-2.02, Synergy_Loewe=-9.54, Synergy_HSA=2.66. (3) Drug 1: CC(C)CN1C=NC2=C1C3=CC=CC=C3N=C2N. Cell line: HL-60(TB). Drug 2: CC1CCCC2(C(O2)CC(NC(=O)CC(C(C(=O)C(C1O)C)(C)C)O)C(=CC3=CSC(=N3)C)C)C. Synergy scores: CSS=55.8, Synergy_ZIP=1.91, Synergy_Bliss=0.209, Synergy_Loewe=-23.8, Synergy_HSA=-2.46. (4) Drug 1: CC(CN1CC(=O)NC(=O)C1)N2CC(=O)NC(=O)C2. Drug 2: CC(C)CN1C=NC2=C1C3=CC=CC=C3N=C2N. Cell line: HOP-62. Synergy scores: CSS=6.97, Synergy_ZIP=-0.487, Synergy_Bliss=5.46, Synergy_Loewe=2.08, Synergy_HSA=2.43.